From a dataset of Catalyst prediction with 721,799 reactions and 888 catalyst types from USPTO. Predict which catalyst facilitates the given reaction. (1) Reactant: [Si:1](Cl)([C:4]([CH3:7])([CH3:6])[CH3:5])([CH3:3])[CH3:2].N1C=CN=C1.[O:14]=[C:15]1[NH:19][N:18]=[C:17]([C:20]([O:22][CH2:23][CH3:24])=[O:21])[CH2:16]1. Product: [Si:1]([O:14][C:15]1[NH:19][N:18]=[C:17]([C:20]([O:22][CH2:23][CH3:24])=[O:21])[CH:16]=1)([C:4]([CH3:7])([CH3:6])[CH3:5])([CH3:3])[CH3:2]. The catalyst class is: 47. (2) Reactant: [C:1]1([CH3:11])[CH:6]=[CH:5][CH:4]=[CH:3][C:2]=1[CH2:7][C:8](=[O:10])[CH3:9].[Cr](Cl)([O-])(=O)=[O:13].[NH+]1C=CC=CC=1.N1C=CC=CC=1. Product: [C:1]1([CH3:11])[CH:6]=[CH:5][CH:4]=[CH:3][C:2]=1[C:7](=[O:13])[C:8](=[O:10])[CH3:9]. The catalyst class is: 2. (3) Reactant: ClC1C=CC=C(C(OO)=[O:9])C=1.[C:12]([C:14]1[N:18]([CH3:19])[N:17]=[C:16]([C:20]([F:23])([F:22])[F:21])[C:15]=1[CH2:24][S:25][C:26]1[CH2:30][C:29]([CH3:32])([CH3:31])[O:28][N:27]=1)#[N:13].[OH2:33]. Product: [C:12]([C:14]1[N:18]([CH3:19])[N:17]=[C:16]([C:20]([F:22])([F:23])[F:21])[C:15]=1[CH2:24][S:25]([C:26]1[CH2:30][C:29]([CH3:32])([CH3:31])[O:28][N:27]=1)(=[O:9])=[O:33])#[N:13]. The catalyst class is: 22. (4) Reactant: [CH2:1]([C:8]1[CH:9]=[C:10]([CH2:15][CH:16]([O:22][CH2:23][CH3:24])[C:17]([O:19][CH2:20][CH3:21])=[O:18])[CH:11]=[CH:12][C:13]=1[OH:14])[C:2]1[CH:7]=[CH:6][CH:5]=[CH:4][CH:3]=1.CC1C=CC(S(O[CH2:36][CH2:37][C:38]2[CH:43]=[CH:42][C:41]([NH:44][C:45]([O:47][C:48]([CH3:51])([CH3:50])[CH3:49])=[O:46])=[CH:40][CH:39]=2)(=O)=O)=CC=1.C(=O)([O-])[O-].[K+].[K+].O. Product: [CH2:1]([C:8]1[CH:9]=[C:10]([CH2:15][CH:16]([O:22][CH2:23][CH3:24])[C:17]([O:19][CH2:20][CH3:21])=[O:18])[CH:11]=[CH:12][C:13]=1[O:14][CH2:36][CH2:37][C:38]1[CH:39]=[CH:40][C:41]([NH:44][C:45]([O:47][C:48]([CH3:49])([CH3:51])[CH3:50])=[O:46])=[CH:42][CH:43]=1)[C:2]1[CH:3]=[CH:4][CH:5]=[CH:6][CH:7]=1. The catalyst class is: 131. (5) Reactant: [OH-].[Na+].[ClH:3].Cl.[CH3:5][N:6]1[C:10]2=[N:11][C:12]([O:15][C:16]3[CH:21]=[CH:20][CH:19]=[CH:18][CH:17]=3)=[CH:13][CH:14]=[C:9]2[N:8]=[C:7]1[CH2:22][O:23][C:24]1[CH:25]=[C:26]([CH:31]=[CH:32][CH:33]=1)[C:27]([O:29]C)=[O:28].Cl. Product: [ClH:3].[ClH:3].[CH3:5][N:6]1[C:10]2=[N:11][C:12]([O:15][C:16]3[CH:17]=[CH:18][CH:19]=[CH:20][CH:21]=3)=[CH:13][CH:14]=[C:9]2[N:8]=[C:7]1[CH2:22][O:23][C:24]1[CH:25]=[C:26]([CH:31]=[CH:32][CH:33]=1)[C:27]([OH:29])=[O:28]. The catalyst class is: 12. (6) Reactant: C(O)(C(F)(F)F)=O.[CH2:8]([O:48][CH:49]1[C@H:53]2[C@H:54](OC3CCCCO3)[N:55](C(OC(C)(C)C)=O)[C:56]3[CH:63]=[CH:62][C:61]([O:64][CH3:65])=[CH:60][C:57]=3[C:58](=[O:59])[N:52]2[CH2:51][CH2:50]1)[CH2:9][CH2:10][CH2:11][CH2:12][CH2:13][CH2:14][CH2:15][O:16][CH:17]1[C@H:21]2[C@H:22](OC3CCCCO3)[N:23](C(OC(C)(C)C)=O)[C:24]3[CH:31]=[CH:30][C:29]([O:32][CH3:33])=[CH:28][C:25]=3[C:26](=[O:27])[N:20]2[CH2:19][CH2:18]1.C([O-])(O)=O.[Na+]. Product: [CH2:8]([O:48][CH:49]1[C@@H:53]2[CH:54]=[N:55][C:56]3[CH:63]=[CH:62][C:61]([O:64][CH3:65])=[CH:60][C:57]=3[C:58](=[O:59])[N:52]2[CH2:51][CH2:50]1)[CH2:9][CH2:10][CH2:11][CH2:12][CH2:13][CH2:14][CH2:15][O:16][CH:17]1[C@@H:21]2[CH:22]=[N:23][C:24]3[CH:31]=[CH:30][C:29]([O:32][CH3:33])=[CH:28][C:25]=3[C:26](=[O:27])[N:20]2[CH2:19][CH2:18]1. The catalyst class is: 254.